From a dataset of Reaction yield outcomes from USPTO patents with 853,638 reactions. Predict the reaction yield, written as a fraction of the theoretical maximum amount of product (1.0 means a 100% yield; for example, 0.34 means a 34% yield). (1) The reactants are [O:1]1CCO[CH:2]1[C:6]1[CH:11]=[CH:10][CH:9]=[C:8]([O:12][CH2:13][CH3:14])[C:7]=1[B:15]([O:20]C(C)C)[O:16]C(C)C.Cl.[OH-].[Na+]. The catalyst is C1COCC1. The product is [CH2:13]([O:12][C:8]1[CH:9]=[CH:10][CH:11]=[C:6]([CH:2]=[O:1])[C:7]=1[B:15]([OH:20])[OH:16])[CH3:14]. The yield is 0.830. (2) The reactants are [C:1]([C:5]1[CH:12]=[CH:11][C:8]([C:9]#[N:10])=[C:7]([OH:13])[CH:6]=1)([CH3:4])([CH3:3])[CH3:2].C(N(CC)CC)C.[F:21][C:22]([F:35])([F:34])[S:23](O[S:23]([C:22]([F:35])([F:34])[F:21])(=[O:25])=[O:24])(=[O:25])=[O:24]. The catalyst is ClCCl. The product is [C:1]([C:5]1[CH:12]=[CH:11][C:8]([C:9]#[N:10])=[C:7]([O:13][S:23]([C:22]([F:35])([F:34])[F:21])(=[O:25])=[O:24])[CH:6]=1)([CH3:4])([CH3:2])[CH3:3]. The yield is 0.930. (3) The reactants are [CH2:1]([O:8][C:9]1[N:10]=[N:11][C:12]([C:23]#[C:24][C:25]2[CH:30]=[CH:29][C:28]([C:31]([F:34])([F:33])[F:32])=[C:27](C)[CH:26]=2)=[CH:13][C:14]=1[O:15][CH2:16][C:17]1[CH:22]=[CH:21][CH:20]=[CH:19][CH:18]=1)[C:2]1[CH:7]=[CH:6][CH:5]=[CH:4][CH:3]=1.C(OC1N=NC(C#C)=CC=1OCC1C=CC=CC=1)C1C=CC=CC=1.BrC1C=CC(C(F)(F)F)=CC=1[Cl:71]. No catalyst specified. The product is [CH2:1]([O:8][C:9]1[N:10]=[N:11][C:12]([C:23]#[C:24][C:25]2[CH:30]=[CH:29][C:28]([C:31]([F:34])([F:33])[F:32])=[CH:27][C:26]=2[Cl:71])=[CH:13][C:14]=1[O:15][CH2:16][C:17]1[CH:22]=[CH:21][CH:20]=[CH:19][CH:18]=1)[C:2]1[CH:7]=[CH:6][CH:5]=[CH:4][CH:3]=1. The yield is 0.750. (4) The reactants are [Cl:1][C:2]1[CH:11]=[CH:10][CH:9]=[C:8]2[C:3]=1[N:4]=[C:5]([C:21]([O:23]CC)=[O:22])[C:6](=[O:20])[N:7]2[C:12]1[CH:17]=[CH:16][C:15]([O:18][CH3:19])=[CH:14][CH:13]=1.C(=O)([O-])[O-].[K+].[K+]. The catalyst is O1CCOCC1.O. The product is [Cl:1][C:2]1[CH:11]=[CH:10][CH:9]=[C:8]2[C:3]=1[N:4]=[C:5]([C:21]([OH:23])=[O:22])[C:6](=[O:20])[N:7]2[C:12]1[CH:13]=[CH:14][C:15]([O:18][CH3:19])=[CH:16][CH:17]=1. The yield is 0.970. (5) The reactants are [F:1][CH2:2][C@@:3]1([C:50]([OH:52])=[O:51])[CH2:8][CH2:7][C:6]([C:9]2[C:10]([CH3:49])([CH3:48])[C@H:11]3[C@:24]([CH3:27])([CH2:25][CH:26]=2)[C@@H:23]2[C@:14]([CH3:47])([C@@:15]4([CH3:46])[C@H:20]([CH2:21][CH2:22]2)[C@H:19]2[C@H:28]([C:31]([CH3:33])=[CH2:32])[CH2:29][CH2:30][C@:18]2([NH:34][CH2:35][C:36](N2CCC(O)(C)CC2)=[O:37])[CH2:17][CH2:16]4)[CH2:13][CH2:12]3)=[CH:5][CH2:4]1.[CH3:53][S:54]([N:57]1[CH2:62][CH2:61][NH:60][CH2:59][CH2:58]1)(=[O:56])=[O:55].C(O)(C(F)(F)F)=O. No catalyst specified. The product is [F:1][CH2:2][C@@:3]1([C:50]([OH:52])=[O:51])[CH2:8][CH2:7][C:6]([C:9]2[C:10]([CH3:49])([CH3:48])[C@H:11]3[C@:24]([CH3:27])([CH2:25][CH:26]=2)[C@@H:23]2[C@:14]([CH3:47])([C@@:15]4([CH3:46])[C@H:20]([CH2:21][CH2:22]2)[C@H:19]2[C@H:28]([C:31]([CH3:33])=[CH2:32])[CH2:29][CH2:30][C@:18]2([NH:34][CH2:35][C:36]([N:60]2[CH2:61][CH2:62][N:57]([S:54]([CH3:53])(=[O:56])=[O:55])[CH2:58][CH2:59]2)=[O:37])[CH2:17][CH2:16]4)[CH2:13][CH2:12]3)=[CH:5][CH2:4]1. The yield is 0.770.